Predict the product of the given reaction. From a dataset of Forward reaction prediction with 1.9M reactions from USPTO patents (1976-2016). Given the reactants [CH3:1][O:2][CH2:3][CH2:4][NH2:5].[CH3:6][O:7][C:8]1[CH:9]=[C:10]([NH:20][C:21]2[S:22][C:23]([CH:26]=O)=[CH:24][N:25]=2)[CH:11]=[CH:12][C:13]=1[N:14]1[CH:18]=[C:17]([CH3:19])[N:16]=[CH:15]1.O1CCCC1, predict the reaction product. The product is: [CH3:1][O:2][CH2:3][CH2:4][NH:5][CH2:26][C:23]1[S:22][C:21]([NH:20][C:10]2[CH:11]=[CH:12][C:13]([N:14]3[CH:18]=[C:17]([CH3:19])[N:16]=[CH:15]3)=[C:8]([O:7][CH3:6])[CH:9]=2)=[N:25][CH:24]=1.